Dataset: Catalyst prediction with 721,799 reactions and 888 catalyst types from USPTO. Task: Predict which catalyst facilitates the given reaction. Reactant: Cl[C:2]1[CH:11]=[CH:10][C:9]2[C:4](=[CH:5][CH:6]=[C:7]([O:12][CH3:13])[CH:8]=2)[N:3]=1.[CH3:14][O:15][C:16]([C:18]1[CH:23]=[CH:22][C:21](B(O)O)=[CH:20][CH:19]=1)=[O:17].C(=O)([O-])[O-].[Na+].[Na+]. Product: [CH3:13][O:12][C:7]1[CH:8]=[C:9]2[C:4](=[CH:5][CH:6]=1)[N:3]=[C:2]([C:21]1[CH:22]=[CH:23][C:18]([C:16]([O:15][CH3:14])=[O:17])=[CH:19][CH:20]=1)[CH:11]=[CH:10]2. The catalyst class is: 117.